Dataset: Full USPTO retrosynthesis dataset with 1.9M reactions from patents (1976-2016). Task: Predict the reactants needed to synthesize the given product. (1) Given the product [CH3:1][O:2][C:3](=[O:31])[CH2:4][O:5][C:6]1[CH:15]=[CH:14][C:13]([F:16])=[C:12]2[C:7]=1[C:8]([O:27][CH:28]([F:30])[F:29])=[C:9]([CH2:19][C:20]1[CH:25]=[CH:24][C:23]([C:34]3[N:33]([CH3:32])[CH:37]=[CH:36][N:35]=3)=[CH:22][CH:21]=1)[C:10]([CH2:17][CH3:18])=[N:11]2, predict the reactants needed to synthesize it. The reactants are: [CH3:1][O:2][C:3](=[O:31])[CH2:4][O:5][C:6]1[CH:15]=[CH:14][C:13]([F:16])=[C:12]2[C:7]=1[C:8]([O:27][CH:28]([F:30])[F:29])=[C:9]([CH2:19][C:20]1[CH:25]=[CH:24][C:23](Br)=[CH:22][CH:21]=1)[C:10]([CH2:17][CH3:18])=[N:11]2.[CH3:32][N:33]1[CH:37]=[CH:36][N:35]=[C:34]1[Sn](CCCC)(CCCC)CCCC. (2) Given the product [NH2:2][C:3]1[N:4]=[CH:5][C:6]([C:20]2[CH:21]=[CH:22][C:23]([S:26]([N:29]([CH3:34])[C@@H:30]3[CH2:32][C@H:31]3[CH3:33])(=[O:27])=[O:28])=[CH:24][CH:25]=2)=[N:7][C:8]=1[C:9]1[CH:10]=[C:11]2[C:16](=[CH:17][CH:18]=1)[C:15](=[O:19])[NH:14][CH2:13][CH2:12]2, predict the reactants needed to synthesize it. The reactants are: Cl.[NH2:2][C:3]1[N:4]=[CH:5][C:6]([C:20]2[CH:25]=[CH:24][C:23]([S:26]([NH:29][C@@H:30]3[CH2:32][C@H:31]3[CH3:33])(=[O:28])=[O:27])=[CH:22][CH:21]=2)=[N:7][C:8]=1[C:9]1[CH:10]=[C:11]2[C:16](=[CH:17][CH:18]=1)[C:15](=[O:19])[NH:14][CH2:13][CH2:12]2.[C:34](=O)([O-])[O-].[Cs+].[Cs+].CI.